From a dataset of Catalyst prediction with 721,799 reactions and 888 catalyst types from USPTO. Predict which catalyst facilitates the given reaction. (1) The catalyst class is: 19. Product: [NH2:20][C@H:7]1[C:8]2[C:13](=[CH:12][CH:11]=[C:10]([N:14]3[CH2:15][CH2:16][O:17][CH2:18][CH2:19]3)[N:9]=2)[N:4]([C:1](=[O:3])[CH3:2])[C@@H:5]([CH:32]2[CH2:34][CH2:33]2)[C@@H:6]1[CH3:31]. Reactant: [C:1]([N:4]1[C:13]2[C:8](=[N:9][C:10]([N:14]3[CH2:19][CH2:18][O:17][CH2:16][CH2:15]3)=[CH:11][CH:12]=2)[C@H:7]([NH:20]C(=O)OCC2C=CC=CC=2)[C@@H:6]([CH3:31])[C@@H:5]1[CH:32]1[CH2:34][CH2:33]1)(=[O:3])[CH3:2]. (2) Product: [CH3:24][C:23]1[CH:22]=[C:21]([CH3:25])[NH:20][C:19](=[O:26])[C:18]=1[CH2:17][NH:16][C:14]([C:4]1[C:5]2[CH:10]=[N:9][N:8]([CH:11]([CH3:13])[CH3:12])[C:6]=2[N:7]=[C:2]([C:32]([O:34][CH2:35][CH3:36])=[CH2:33])[CH:3]=1)=[O:15]. The catalyst class is: 77. Reactant: Br[C:2]1[CH:3]=[C:4]([C:14]([NH:16][CH2:17][C:18]2[C:19](=[O:26])[NH:20][C:21]([CH3:25])=[CH:22][C:23]=2[CH3:24])=[O:15])[C:5]2[CH:10]=[N:9][N:8]([CH:11]([CH3:13])[CH3:12])[C:6]=2[N:7]=1.C([Sn](CCCC)(CCCC)[C:32]([O:34][CH2:35][CH3:36])=[CH2:33])CCC. (3) Reactant: CS([C:5]1[N:12]=[C:11]([CH2:13][O:14][Si:15]([CH:22]([CH3:24])[CH3:23])([CH:19]([CH3:21])[CH3:20])[CH:16]([CH3:18])[CH3:17])[CH:10]=[CH:9][C:6]=1[C:7]#[N:8])(=O)=O.[CH3:25][Mg]Br.[Cl-].[NH4+].O. Product: [CH3:25][C:5]1[N:12]=[C:11]([CH2:13][O:14][Si:15]([CH:22]([CH3:24])[CH3:23])([CH:19]([CH3:21])[CH3:20])[CH:16]([CH3:18])[CH3:17])[CH:10]=[CH:9][C:6]=1[C:7]#[N:8]. The catalyst class is: 28.